This data is from CYP3A4 inhibition data for predicting drug metabolism from PubChem BioAssay. The task is: Regression/Classification. Given a drug SMILES string, predict its absorption, distribution, metabolism, or excretion properties. Task type varies by dataset: regression for continuous measurements (e.g., permeability, clearance, half-life) or binary classification for categorical outcomes (e.g., BBB penetration, CYP inhibition). Dataset: cyp3a4_veith. (1) The compound is c1ccc(-c2cnc(-c3ccc(-c4ncc(-c5ccccc5)o4)cc3)o2)cc1. The result is 0 (non-inhibitor). (2) The compound is CN1CCN(c2ncc3nc(-c4cccc(C#N)c4)c(=O)n(C)c3n2)CC1. The result is 0 (non-inhibitor). (3) The compound is CN(C)c1ccc(-c2nc3n(n2)C(c2cccnc2)C2=C(CC(C)(C)CC2=O)N3)cc1. The result is 1 (inhibitor). (4) The result is 1 (inhibitor). The compound is Cc1noc(C)c1-c1nc(NCc2cccnc2)c2ccccc2n1. (5) The drug is CCN(CC(=O)O)C(=O)c1cccnc1. The result is 0 (non-inhibitor). (6) The compound is CO[C@@H]1COC(=O)CCC[C@@H](C)[C@H](OC)COC(=O)CCC[C@H]1C. The result is 0 (non-inhibitor). (7) The compound is CCCn1nc2cc(C(=O)NCc3ccccc3)ccc2c1OCC. The result is 0 (non-inhibitor).